Dataset: Forward reaction prediction with 1.9M reactions from USPTO patents (1976-2016). Task: Predict the product of the given reaction. (1) The product is: [CH3:13][O:1][C:2]1[C:3]([CH3:12])=[C:4]([CH:9]=[CH:10][CH:11]=1)[C:5]([O:7][CH3:8])=[O:6]. Given the reactants [OH:1][C:2]1[C:3]([CH3:12])=[C:4]([CH:9]=[CH:10][CH:11]=1)[C:5]([O:7][CH3:8])=[O:6].[CH3:13][Si]([N-][Si](C)(C)C)(C)C.[K+].CI, predict the reaction product. (2) Given the reactants [CH2:1]([O:8][C:9](=[O:38])[C@@H:10]1[CH2:14]CC[N:11]1[C:15](=[O:37])[CH2:16][CH2:17][C:18](=[O:36])[C@@H:19]([NH:27][C:28](=[O:35])[C:29]1[CH:34]=[CH:33][CH:32]=[CH:31][CH:30]=1)[CH2:20][C:21]1[CH:26]=[CH:25][CH:24]=[CH:23][CH:22]=1)C1C=CC=CC=1.C(N[C@@H](C[C:40]1[CH:45]=[CH:44][CH:43]=[CH:42][CH:41]=1)C(=O)CCC(O)=O)(=O)[C:40]1[CH:45]=[CH:44][CH:43]=[CH:42][CH:41]=1.COC(=O)[C@H](CC1C=CC=CC=1)N.O.ON1C2C=CC=CC=2N=N1.CCN(C(C)C)C(C)C, predict the reaction product. The product is: [CH3:1][O:8][C:9](=[O:38])[C@H:10]([CH2:14][C:40]1[CH:45]=[CH:44][CH:43]=[CH:42][CH:41]=1)[NH:11][C:15](=[O:37])[CH2:16][CH2:17][C:18](=[O:36])[C@@H:19]([NH:27][C:28](=[O:35])[C:29]1[CH:34]=[CH:33][CH:32]=[CH:31][CH:30]=1)[CH2:20][C:21]1[CH:26]=[CH:25][CH:24]=[CH:23][CH:22]=1. (3) The product is: [CH3:1][O:2][C:3]1[CH:4]=[C:5]([CH3:24])[C:6]([S:10]([N:13]([CH2:15][C:16]2[O:17][CH:18]=[C:19]([C:21]([N:64]([CH2:63][C:60]3[CH:59]=[CH:58][C:57]([CH2:56][N:52]4[CH2:53][CH2:54][CH2:55][CH:50]([O:49][CH3:48])[CH2:51]4)=[CH:62][CH:61]=3)[CH3:65])=[O:23])[N:20]=2)[CH3:14])(=[O:12])=[O:11])=[C:7]([CH3:9])[CH:8]=1. Given the reactants [CH3:1][O:2][C:3]1[CH:8]=[C:7]([CH3:9])[C:6]([S:10]([N:13]([CH2:15][C:16]2[O:17][CH:18]=[C:19]([C:21]([OH:23])=O)[N:20]=2)[CH3:14])(=[O:12])=[O:11])=[C:5]([CH3:24])[CH:4]=1.CCN=C=NCCCN(C)C.C1C=CC2N(O)N=NC=2C=1.Cl.Cl.[CH3:48][O:49][CH:50]1[CH2:55][CH2:54][CH2:53][N:52]([CH2:56][C:57]2[CH:62]=[CH:61][C:60]([CH2:63][NH:64][CH3:65])=[CH:59][CH:58]=2)[CH2:51]1, predict the reaction product. (4) Given the reactants [CH:1]12[CH2:10][CH:5]3[CH2:6][CH:7]([CH2:9][CH:3]([CH2:4]3)[CH:2]1[N:11]1[C:14](=[O:15])[C:13]([CH3:17])([CH3:16])[NH:12]1)[CH2:8]2.[F:18][C:19]1[CH:26]=[CH:25][CH:24]=[C:23]([F:27])[C:20]=1[CH2:21]Br, predict the reaction product. The product is: [F:18][C:19]1[CH:26]=[CH:25][CH:24]=[C:23]([F:27])[C:20]=1[CH2:21][N:12]1[C:13]([CH3:17])([CH3:16])[C:14](=[O:15])[N:11]1[CH:2]1[CH:3]2[CH2:4][CH:5]3[CH2:6][CH:7]([CH2:8][CH:1]1[CH2:10]3)[CH2:9]2.